This data is from NCI-60 drug combinations with 297,098 pairs across 59 cell lines. The task is: Regression. Given two drug SMILES strings and cell line genomic features, predict the synergy score measuring deviation from expected non-interaction effect. (1) Drug 1: C1=C(C(=O)NC(=O)N1)F. Drug 2: COC1=C2C(=CC3=C1OC=C3)C=CC(=O)O2. Cell line: HCC-2998. Synergy scores: CSS=18.9, Synergy_ZIP=-5.29, Synergy_Bliss=-12.1, Synergy_Loewe=-14.1, Synergy_HSA=-13.5. (2) Drug 1: CC1=C(C(=O)C2=C(C1=O)N3CC4C(C3(C2COC(=O)N)OC)N4)N. Drug 2: C1C(C(OC1N2C=NC3=C2NC=NCC3O)CO)O. Cell line: HCT116. Synergy scores: CSS=5.93, Synergy_ZIP=-2.12, Synergy_Bliss=-4.50, Synergy_Loewe=-0.876, Synergy_HSA=-3.05.